The task is: Predict the reactants needed to synthesize the given product.. This data is from Full USPTO retrosynthesis dataset with 1.9M reactions from patents (1976-2016). (1) Given the product [CH3:25][O:26][C:27](=[O:37])[C:28]1[C:33]([CH2:32][Cl:36])=[C:20]([Cl:24])[CH:31]=[N:30][CH:29]=1, predict the reactants needed to synthesize it. The reactants are: C1(P(C2C=CC=CC=2)C2C=CC=CC=2)C=CC=CC=1.[C:20]([Cl:24])(Cl)(Cl)Cl.[CH3:25][O:26][C:27](=[O:37])[C:28]1[C:33](CO)=[C:32]([Cl:36])[CH:31]=[N:30][CH:29]=1. (2) Given the product [O:1]1[CH2:2][CH2:3][N:4]([CH2:7][CH2:8][O:9][C:10]2[CH:18]=[C:17]3[C:13]([C:14]([C:26]4[CH:27]=[CH:28][C:29]([F:32])=[CH:30][CH:31]=4)=[C:15]([C:62]4[CH:63]=[CH:64][C:65]([F:66])=[C:60]([F:59])[CH:61]=4)[C:16]3=[O:19])=[CH:12][CH:11]=2)[CH2:5][CH2:6]1, predict the reactants needed to synthesize it. The reactants are: [O:1]1[CH2:6][CH2:5][N:4]([CH2:7][CH2:8][O:9][C:10]2[CH:18]=[C:17]3[C:13]([C:14]([C:26]4[CH:31]=[CH:30][C:29]([F:32])=[CH:28][CH:27]=4)=[C:15](C4C=NC=CC=4)[C:16]3=[O:19])=[CH:12][CH:11]=2)[CH2:3][CH2:2]1.O1CCN(CCOC2C=C3C(C(C4C=CC=CC=4)=C(Br)C3=O)=CC=2)CC1.[F:59][C:60]1[CH:61]=[C:62](B(O)O)[CH:63]=[CH:64][C:65]=1[F:66]. (3) Given the product [I-:34].[CH:18]1([CH2:17][N+:14]2([CH3:33])[CH2:13][CH2:12][CH:11]([O:10][C:8](=[O:9])[C@:7]([C@@H:4]3[CH2:5][CH2:6][C:2]([F:1])([F:32])[CH2:3]3)([OH:31])[C:25]3[CH:26]=[CH:27][CH:28]=[CH:29][CH:30]=3)[CH2:16][CH2:15]2)[CH2:19][CH2:20][CH2:21][CH2:22][CH2:23][CH2:24]1, predict the reactants needed to synthesize it. The reactants are: [F:1][C:2]1([F:32])[CH2:6][CH2:5][C@@H:4]([C@@:7]([OH:31])([C:25]2[CH:30]=[CH:29][CH:28]=[CH:27][CH:26]=2)[C:8]([O:10][CH:11]2[CH2:16][CH2:15][N:14]([CH2:17][CH:18]3[CH2:24][CH2:23][CH2:22][CH2:21][CH2:20][CH2:19]3)[CH2:13][CH2:12]2)=[O:9])[CH2:3]1.[CH3:33][I:34].